This data is from Forward reaction prediction with 1.9M reactions from USPTO patents (1976-2016). The task is: Predict the product of the given reaction. Given the reactants [CH3:1][C:2]1[CH:3]=[CH:4][C:5]2[O:9][C:8](=[O:10])[NH:7][C:6]=2[CH:11]=1.C([O-])([O-])=O.[K+].[K+].[CH2:18]([O:25][C:26](=[O:29])[CH2:27]Br)[C:19]1[CH:24]=[CH:23][CH:22]=[CH:21][CH:20]=1, predict the reaction product. The product is: [CH2:18]([O:25][C:26](=[O:29])[CH2:27][N:7]1[C:6]2[CH:11]=[C:2]([CH3:1])[CH:3]=[CH:4][C:5]=2[O:9][C:8]1=[O:10])[C:19]1[CH:24]=[CH:23][CH:22]=[CH:21][CH:20]=1.